Dataset: Full USPTO retrosynthesis dataset with 1.9M reactions from patents (1976-2016). Task: Predict the reactants needed to synthesize the given product. Given the product [Cl:1][C:2]1[CH:14]=[CH:13][CH:12]=[CH:11][C:3]=1[CH2:4][C:5]1[C:8]([CH3:9])=[N:15][NH:16][C:6]=1[NH2:7], predict the reactants needed to synthesize it. The reactants are: [Cl:1][C:2]1[CH:14]=[CH:13][CH:12]=[CH:11][C:3]=1[CH2:4][CH:5]([C:8](=O)[CH3:9])[C:6]#[N:7].[NH2:15][NH2:16].O.CCOCC.